Dataset: Catalyst prediction with 721,799 reactions and 888 catalyst types from USPTO. Task: Predict which catalyst facilitates the given reaction. (1) Reactant: Br[C:2]1[CH:3]=[C:4]2[C:9](=[CH:10][CH:11]=1)[N:8]=[CH:7][C:6]([C:12]([CH:14]1[CH2:16][CH2:15]1)=[O:13])=[C:5]2[NH:17][C@H:18]1[CH2:23][CH2:22][C@H:21]([CH2:24][N:25]2[CH2:29][CH2:28][CH2:27][CH2:26]2)[CH2:20][CH2:19]1.[Cl:30][C:31]1[CH:36]=[C:35](B2OC(C)(C)C(C)(C)O2)[CH:34]=[C:33]([Cl:46])[C:32]=1[OH:47].C([O-])([O-])=O.[Cs+].[Cs+]. Product: [CH:14]1([C:12]([C:6]2[CH:7]=[N:8][C:9]3[C:4]([C:5]=2[NH:17][C@H:18]2[CH2:23][CH2:22][C@H:21]([CH2:24][N:25]4[CH2:26][CH2:27][CH2:28][CH2:29]4)[CH2:20][CH2:19]2)=[CH:3][C:2]([C:35]2[CH:36]=[C:31]([Cl:30])[C:32]([OH:47])=[C:33]([Cl:46])[CH:34]=2)=[CH:11][CH:10]=3)=[O:13])[CH2:16][CH2:15]1. The catalyst class is: 75. (2) Reactant: [Cl:1][C:2]1[CH:18]=[CH:17][C:5]2[CH2:6][CH2:7][N:8]([C:11](=[O:16])[C:12]([F:15])([F:14])[F:13])[CH2:9][CH2:10][C:4]=2[C:3]=1OS(C(F)(F)F)(=O)=O.[F:27][C:28]([CH:34]([O:36][C:37]1[CH:44]=[CH:43][C:40]([CH2:41][NH2:42])=[CH:39][CH:38]=1)[CH3:35])([F:33])[C:29]([F:32])([F:31])[F:30]. Product: [Cl:1][C:2]1[CH:18]=[CH:17][C:5]2[CH2:6][CH2:7][N:8]([C:11](=[O:16])[C:12]([F:13])([F:15])[F:14])[CH2:9][CH2:10][C:4]=2[C:3]=1[NH:42][CH2:41][C:40]1[CH:39]=[CH:38][C:37]([O:36][CH:34]([C:28]([F:27])([F:33])[C:29]([F:30])([F:31])[F:32])[CH3:35])=[CH:44][CH:43]=1. The catalyst class is: 11.